From a dataset of Reaction yield outcomes from USPTO patents with 853,638 reactions. Predict the reaction yield, written as a fraction of the theoretical maximum amount of product (1.0 means a 100% yield; for example, 0.34 means a 34% yield). (1) The reactants are Cl.[CH2:2]([C:4]1[S:24][C:7]2[N:8]=[C:9]([S:18][CH2:19][C:20]([O:22][CH3:23])=[O:21])[N:10]=[C:11]([N:12]3[CH2:17][CH2:16][NH:15][CH2:14][CH2:13]3)[C:6]=2[CH:5]=1)[CH3:3].C(N(C(C)C)CC)(C)C.[C:34]1([C:40]2[O:44][C:43]([C:45](Cl)=[O:46])=[N:42][N:41]=2)[CH:39]=[CH:38][CH:37]=[CH:36][CH:35]=1. The catalyst is CN(C=O)C. The product is [CH2:2]([C:4]1[S:24][C:7]2[N:8]=[C:9]([S:18][CH2:19][C:20]([O:22][CH3:23])=[O:21])[N:10]=[C:11]([N:12]3[CH2:17][CH2:16][N:15]([C:45]([C:43]4[O:44][C:40]([C:34]5[CH:35]=[CH:36][CH:37]=[CH:38][CH:39]=5)=[N:41][N:42]=4)=[O:46])[CH2:14][CH2:13]3)[C:6]=2[CH:5]=1)[CH3:3]. The yield is 0.190. (2) The reactants are C([N-]C(C)C)(C)C.[Li+].C([Li])CCC.C(NC(C)C)(C)C.Cl.[Cl:22][C:23]1[CH:24]=[N:25][CH:26]=[C:27]([Cl:29])[CH:28]=1.CN(C)[CH:32]=[O:33]. The catalyst is O1CCCC1.O. The product is [Cl:22][C:23]1[CH:24]=[N:25][CH:26]=[C:27]([Cl:29])[C:28]=1[CH:32]=[O:33]. The yield is 0.330. (3) The reactants are [CH3:1][O:2][C:3]1[CH:4]=[C:5](Cl)[CH:6]=[C:7]([O:9][CH3:10])[CH:8]=1.[OH-].[OH-].[C:14]([C:17]1[CH:18]=[C:19]([B+2])[CH:20]=[CH:21][CH:22]=1)(=[O:16])[CH3:15].[F-].[K+]. The catalyst is C([O-])(=O)C.[Pd+2].C([O-])(=O)C.C(P(C(C)(C)C)C1C=CC=CC=1C1C=CC=CC=1)(C)(C)C. The product is [C:14]([C:17]1[CH:22]=[C:21]([C:5]2[CH:4]=[C:3]([O:2][CH3:1])[CH:8]=[C:7]([O:9][CH3:10])[CH:6]=2)[CH:20]=[CH:19][CH:18]=1)(=[O:16])[CH3:15]. The yield is 0.910. (4) The reactants are Cl[C:2]1[N:7]=[CH:6][C:5]([CH2:8][C:9]2[C:17]3[C:12](=[N:13][CH:14]=[CH:15][CH:16]=3)[N:11]([Si:18]([CH:25]([CH3:27])[CH3:26])([CH:22]([CH3:24])[CH3:23])[CH:19]([CH3:21])[CH3:20])[CH:10]=2)=[CH:4][CH:3]=1.[CH2:28]([NH2:35])[C:29]1[CH:34]=[CH:33][CH:32]=[CH:31][CH:30]=1.CC(C)([O-])C.[K+].C(P(C(C)(C)C)C1C=CC=CC=1C1C=CC=CC=1)(C)(C)C. The catalyst is C([O-])(=O)C.[Pd+2].C([O-])(=O)C.O.C1(C)C=CC=CC=1. The product is [CH2:28]([NH:35][C:2]1[CH:3]=[CH:4][C:5]([CH2:8][C:9]2[C:17]3[C:12](=[N:13][CH:14]=[CH:15][CH:16]=3)[N:11]([Si:18]([CH:25]([CH3:27])[CH3:26])([CH:22]([CH3:24])[CH3:23])[CH:19]([CH3:21])[CH3:20])[CH:10]=2)=[CH:6][N:7]=1)[C:29]1[CH:34]=[CH:33][CH:32]=[CH:31][CH:30]=1. The yield is 0.585. (5) The reactants are [NH:1]=[S:2]1(=[O:15])[CH2:7][CH2:6][N:5]([C:8]([O:10][C:11]([CH3:14])([CH3:13])[CH3:12])=[O:9])[CH2:4][CH2:3]1.[CH3:16][C:17]1[CH:21]=[CH:20][O:19][C:18]=1[C:22]([NH:24][C:25]1[CH:26]=[C:27]([C:31]#[C:32][C:33]2[CH:34]=[N:35][CH:36]=[C:37]([CH:41]=2)[C:38](O)=[O:39])[CH:28]=[CH:29][CH:30]=1)=[O:23].CCN(C(C)C)C(C)C.F[P-](F)(F)(F)(F)F.N1(O[P+](N(C)C)(N(C)C)N(C)C)C2C=CC=CC=2N=N1. The catalyst is CN(C=O)C.CCOC(C)=O. The product is [CH3:16][C:17]1[CH:21]=[CH:20][O:19][C:18]=1[C:22]([NH:24][C:25]1[CH:26]=[C:27]([C:31]#[C:32][C:33]2[CH:41]=[C:37]([C:38]([N:1]=[S:2]3(=[O:15])[CH2:3][CH2:4][N:5]([C:8]([O:10][C:11]([CH3:12])([CH3:14])[CH3:13])=[O:9])[CH2:6][CH2:7]3)=[O:39])[CH:36]=[N:35][CH:34]=2)[CH:28]=[CH:29][CH:30]=1)=[O:23]. The yield is 0.730. (6) The yield is 0.860. The reactants are [F:1][C:2]1[CH:7]=[C:6]([N+:8]([O-])=O)[CH:5]=[CH:4][C:3]=1[CH2:11][CH2:12][CH2:13][C:14]([NH:16][CH3:17])=[O:15].CC(O)=O. The catalyst is C(OCC)(=O)C.[Fe]. The product is [NH2:8][C:6]1[CH:5]=[CH:4][C:3]([CH2:11][CH2:12][CH2:13][C:14]([NH:16][CH3:17])=[O:15])=[C:2]([F:1])[CH:7]=1.